From a dataset of Catalyst prediction with 721,799 reactions and 888 catalyst types from USPTO. Predict which catalyst facilitates the given reaction. (1) Reactant: [F:1][C:2]1[C:3]([NH:11][CH2:12][C:13]2[CH:18]=[C:17]([C:19]3[CH:24]=[CH:23][CH:22]=[C:21]([F:25])[CH:20]=3)[CH:16]=[CH:15][C:14]=2[F:26])=[C:4]([C:7]([OH:10])=[CH:8][CH:9]=1)[C:5]#[N:6].C([O-])([O-])=O.[Cs+].[Cs+].Br[CH2:34][C:35]([O:37][CH:38]([CH3:40])[CH3:39])=[O:36]. Product: [C:5]([C:4]1[C:3]([NH:11][CH2:12][C:13]2[CH:18]=[C:17]([C:19]3[CH:24]=[CH:23][CH:22]=[C:21]([F:25])[CH:20]=3)[CH:16]=[CH:15][C:14]=2[F:26])=[C:2]([F:1])[CH:9]=[CH:8][C:7]=1[O:10][CH2:34][C:35]([O:37][CH:38]([CH3:40])[CH3:39])=[O:36])#[N:6]. The catalyst class is: 21. (2) Reactant: [CH2:1]([O:8][C:9]([NH:11][C:12]1([C:25]([OH:27])=O)[CH2:17][CH2:16][N:15]([C:18]([O:20][C:21]([CH3:24])([CH3:23])[CH3:22])=[O:19])[CH2:14][CH2:13]1)=[O:10])[C:2]1[CH:7]=[CH:6][CH:5]=[CH:4][CH:3]=1.Cl.C[N:30](C)CCCN=C=NCC.O.ON1C2C=CC=CC=2N=N1.C(N(CC)CC)C.N.C(=O)(O)[O-].[Na+]. Product: [NH2:30][C:25]([C:12]1([NH:11][C:9]([O:8][CH2:1][C:2]2[CH:3]=[CH:4][CH:5]=[CH:6][CH:7]=2)=[O:10])[CH2:17][CH2:16][N:15]([C:18]([O:20][C:21]([CH3:24])([CH3:23])[CH3:22])=[O:19])[CH2:14][CH2:13]1)=[O:27]. The catalyst class is: 9. (3) Reactant: Br[C:2]1[N:6]2[N:7]=[C:8]([NH:11][CH:12]3[CH2:17][CH2:16][O:15][CH2:14][CH2:13]3)[CH:9]=[CH:10][C:5]2=[N:4][CH:3]=1.Cl.[NH2:19][CH2:20][C:21]1[CH:26]=[CH:25][C:24](B(O)O)=[CH:23][CH:22]=1.P([O-])([O-])([O-])=O.[K+].[K+].[K+].COCCOC. Product: [NH2:19][CH2:20][C:21]1[CH:26]=[CH:25][C:24]([C:2]2[N:6]3[N:7]=[C:8]([NH:11][CH:12]4[CH2:17][CH2:16][O:15][CH2:14][CH2:13]4)[CH:9]=[CH:10][C:5]3=[N:4][CH:3]=2)=[CH:23][CH:22]=1. The catalyst class is: 263. (4) Reactant: [Br:1]N1C(=O)CCC1=O.[Cl:9][C:10]1[CH:25]=[CH:24][C:13]([CH2:14][N:15]2[C:20](=[O:21])[CH:19]=[CH:18][N:17]=[C:16]2[S:22][CH3:23])=[CH:12][CH:11]=1. Product: [Br:1][C:19]1[C:20](=[O:21])[N:15]([CH2:14][C:13]2[CH:12]=[CH:11][C:10]([Cl:9])=[CH:25][CH:24]=2)[C:16]([S:22][CH3:23])=[N:17][CH:18]=1. The catalyst class is: 4.